This data is from NCI-60 drug combinations with 297,098 pairs across 59 cell lines. The task is: Regression. Given two drug SMILES strings and cell line genomic features, predict the synergy score measuring deviation from expected non-interaction effect. Drug 1: CCN(CC)CCNC(=O)C1=C(NC(=C1C)C=C2C3=C(C=CC(=C3)F)NC2=O)C. Drug 2: CN1C2=C(C=C(C=C2)N(CCCl)CCCl)N=C1CCCC(=O)O.Cl. Cell line: MDA-MB-231. Synergy scores: CSS=-5.33, Synergy_ZIP=3.78, Synergy_Bliss=4.48, Synergy_Loewe=-1.49, Synergy_HSA=-1.49.